From a dataset of Full USPTO retrosynthesis dataset with 1.9M reactions from patents (1976-2016). Predict the reactants needed to synthesize the given product. (1) Given the product [Cl:19][C:6]1[C:5]2[C:10](=[CH:11][CH:12]=[C:3]([O:2][CH3:1])[CH:4]=2)[N:9]=[CH:8][C:7]=1[N+:13]([O-:15])=[O:14], predict the reactants needed to synthesize it. The reactants are: [CH3:1][O:2][C:3]1[CH:4]=[C:5]2[C:10](=[CH:11][CH:12]=1)[N:9]=[CH:8][C:7]([N+:13]([O-:15])=[O:14])=[C:6]2O.O=P(Cl)(Cl)[Cl:19]. (2) Given the product [Cl:1][C:2]1[CH:3]=[C:4]2[C:21]([C:19]([CH3:20])=[CH2:18])=[C:22]([Si:23]([CH3:26])([CH3:25])[CH3:24])[NH:8][C:5]2=[N:6][CH:7]=1, predict the reactants needed to synthesize it. The reactants are: [Cl:1][C:2]1[CH:3]=[C:4](I)[C:5]([NH2:8])=[N:6][CH:7]=1.N12CCN(CC1)CC2.[CH3:18][C:19]([C:21]#[C:22][Si:23]([CH3:26])([CH3:25])[CH3:24])=[CH2:20].